Dataset: Experimentally validated miRNA-target interactions with 360,000+ pairs, plus equal number of negative samples. Task: Binary Classification. Given a miRNA mature sequence and a target amino acid sequence, predict their likelihood of interaction. (1) The miRNA is cel-miR-791-3p with sequence UUUGGCACUCCGCAGAUAAGGCAA. The protein sequence of the target gene is MYPQGRHPTPLQSGQPFKFSVLEICDRIKEEFQFLQAQYHSLKLECEKLASEKTEMQRHYVMAAPHQCPQGGTSYPHWPRLSPLQYYEMSYGLNIEMHKQAEIVKRLSAICAQMVPFLTQEHQQQVLQAVDRAKQVTVGELNSLLGQQNQLQPLSHAPPVPLTPRPAGLVGAGATGLLALSGALAAQAQLVAAVKEDRVGVDAEGSRVDRAASRSSSPSPPESLVEEDHPSSRGGSGKQQRAEDKDLSGPYDSEEDKSDYNLVVDEDQPSEPPSPVTTPCGKAPLCIPARRDLTDSPASL.... Result: 0 (no interaction). (2) The miRNA is hsa-miR-6742-3p with sequence ACCUGGGUUGUCCCCUCUAG. The protein sequence of the target gene is MNQENPPPYPGPGPTAPYPPYPPQPMGPGPMGGPYPPPQGYPYQGYPQYGWQGGPQEPPKTTVYVVEDQRRDELGPSTCLTACWTALCCCCLWDMLT. Result: 0 (no interaction).